This data is from Catalyst prediction with 721,799 reactions and 888 catalyst types from USPTO. The task is: Predict which catalyst facilitates the given reaction. (1) Reactant: C(OC([N:8]1[CH:12]=[C:11]([C:13]2[CH:14]=[C:15]3[C:20](=[CH:21][CH:22]=2)[N:19]=[C:18]([NH:23][C@@H:24]([C:26]2[CH:31]=[CH:30][CH:29]=[C:28]([O:32][CH3:33])[CH:27]=2)[CH3:25])[CH:17]=[N:16]3)[CH:10]=[N:9]1)=O)(C)(C)C.COC1C=C([C@H](NC2C=NC3C(=CC=C(C4C=NNC=4)C=3)N=2)C)C=CC=1.[ClH:60]. Product: [ClH:60].[CH3:33][O:32][C:28]1[CH:27]=[C:26]([C@H:24]([NH:23][C:18]2[CH:17]=[N:16][C:15]3[C:20](=[CH:21][CH:22]=[C:13]([C:11]4[CH:12]=[N:8][NH:9][CH:10]=4)[CH:14]=3)[N:19]=2)[CH3:25])[CH:31]=[CH:30][CH:29]=1. The catalyst class is: 12. (2) Reactant: [Cl:1][C:2]1[C:3]([NH:25][C:26]2[CH:31]=[CH:30][CH:29]=[CH:28][C:27]=2[S:32]([N:35]([CH3:37])[CH3:36])(=[O:34])=[O:33])=[N:4][C:5]([NH:8][C:9]2[C:22]([O:23][CH3:24])=[CH:21][C:12]3[CH2:13][CH2:14][N:15]([CH2:18][CH2:19][OH:20])[CH2:16][CH2:17][C:11]=3[CH:10]=2)=[N:6][CH:7]=1.C(Cl)Cl.[CH:41]1([N:47]=C=NC2CCCCC2)CCCC[CH2:42]1.C(O)(C(F)(F)F)=[O:57]. Product: [Cl:1][C:2]1[C:3]([NH:25][C:26]2[CH:31]=[CH:30][CH:29]=[CH:28][C:27]=2[S:32](=[O:34])(=[O:33])[N:35]([CH3:36])[CH3:37])=[N:4][C:5]([NH:8][C:9]2[C:22]([O:23][CH3:24])=[CH:21][C:12]3[CH2:13][CH2:14][N:15]([CH2:18][CH2:19][O:20][C:42](=[O:57])[CH2:41][NH2:47])[CH2:16][CH2:17][C:11]=3[CH:10]=2)=[N:6][CH:7]=1. The catalyst class is: 277. (3) Reactant: [NH:1]1[CH2:6][CH2:5][CH2:4][CH2:3][CH2:2]1.[F:7][C:8]([F:29])([C:13](=[O:28])[C:14]1[CH:19]=[CH:18][C:17]([O:20][CH2:21][CH2:22][CH2:23][C:24]([F:27])([F:26])[F:25])=[CH:16][CH:15]=1)[C:9](OC)=[O:10]. Product: [F:7][C:8]([F:29])([C:13]([C:14]1[CH:15]=[CH:16][C:17]([O:20][CH2:21][CH2:22][CH2:23][C:24]([F:25])([F:27])[F:26])=[CH:18][CH:19]=1)=[O:28])[C:9]([N:1]1[CH2:6][CH2:5][CH2:4][CH2:3][CH2:2]1)=[O:10]. The catalyst class is: 2. (4) Reactant: [CH2:1]([O:8][C:9]([C:11]1[CH:16]([C:17]2[CH:22]=[CH:21][C:20]([F:23])=[C:19]([F:24])[CH:18]=2)[NH:15][C:14]([O:25][CH3:26])=[N:13][C:12]=1[CH2:27][CH3:28])=[O:10])[C:2]1[CH:7]=[CH:6][CH:5]=[CH:4][CH:3]=1.Cl[C:30]([O:32][CH3:33])=[O:31]. Product: [CH2:1]([O:8][C:9]([C:11]1[CH:16]([C:17]2[CH:22]=[CH:21][C:20]([F:23])=[C:19]([F:24])[CH:18]=2)[N:15]([C:30]([O:32][CH3:33])=[O:31])[C:14]([O:25][CH3:26])=[N:13][C:12]=1[CH2:27][CH3:28])=[O:10])[C:2]1[CH:7]=[CH:6][CH:5]=[CH:4][CH:3]=1. The catalyst class is: 79. (5) Reactant: [C:1]1([C:7]2[S:11][C:10]([NH:12][NH2:13])=[N:9][CH:8]=2)[CH:6]=[CH:5][CH:4]=[CH:3][CH:2]=1.[N:14]1[C:23]2[C:18](=[CH:19][C:20]([CH2:24][C:25](O)=[O:26])=[CH:21][CH:22]=2)[CH:17]=[CH:16][CH:15]=1.C(Cl)CCl.C1C=CC2N(O)N=NC=2C=1.C([O-])([O-])=O.[K+].[K+]. Product: [C:1]1([C:7]2[S:11][C:10]([NH:12][NH:13][C:25](=[O:26])[CH2:24][C:20]3[CH:19]=[C:18]4[C:23](=[CH:22][CH:21]=3)[N:14]=[CH:15][CH:16]=[CH:17]4)=[N:9][CH:8]=2)[CH:2]=[CH:3][CH:4]=[CH:5][CH:6]=1. The catalyst class is: 2. (6) Reactant: [Br:1][C:2]1[NH:10][C:9]2[C:8](=[O:11])[NH:7][CH:6]=[N:5][C:4]=2[C:3]=1[C:12]#[N:13].C(N(C(C)C)CC)(C)C.Br[CH2:24][C:25]#[C:26][CH3:27]. Product: [Br:1][C:2]1[N:10]([CH2:24][C:25]#[C:26][CH3:27])[C:9]2[C:8](=[O:11])[NH:7][CH:6]=[N:5][C:4]=2[C:3]=1[C:12]#[N:13]. The catalyst class is: 3. (7) Reactant: [C:1]([C@@H:3]1[CH2:8][CH2:7][CH2:6][C@H:5]([NH:9]C(=O)OC(C)(C)C)[CH2:4]1)#[CH:2].[ClH:17]. Product: [C:1]([C@@H:3]1[CH2:8][CH2:7][CH2:6][C@H:5]([NH2:9])[CH2:4]1)#[CH:2].[ClH:17]. The catalyst class is: 12.